This data is from Forward reaction prediction with 1.9M reactions from USPTO patents (1976-2016). The task is: Predict the product of the given reaction. (1) Given the reactants [F:1][C:2]([F:12])([F:11])[C:3]1[CH:10]=[CH:9][C:6]([CH:7]=O)=[CH:5][CH:4]=1.[CH3:13][C:14]1([CH3:22])[O:21][C:19](=[O:20])[CH2:18][C:16](=[O:17])[O:15]1.CC1NC(C)=C(C(OCC)=O)CC=1C(OCC)=O.N1CCC[C@H]1C(O)=O, predict the reaction product. The product is: [CH3:13][C:14]1([CH3:22])[O:21][C:19](=[O:20])[CH:18]([CH2:7][C:6]2[CH:9]=[CH:10][C:3]([C:2]([F:12])([F:11])[F:1])=[CH:4][CH:5]=2)[C:16](=[O:17])[O:15]1. (2) Given the reactants [C:1]([O:5][C:6]([N:8]([CH3:21])[CH:9]([CH3:20])[C:10]([NH:12][CH:13]([CH:17]([CH3:19])[CH3:18])[C:14]([OH:16])=O)=[O:11])=[O:7])([CH3:4])([CH3:3])[CH3:2].[CH3:22][O:23][C:24]([CH:26]1[NH:30][CH2:29][CH2:28][S:27]1)=[O:25].Cl.C(N=C=NCCCN(C)C)C.O.ON1C2C=CC=CC=2N=N1.CN1CCOCC1, predict the reaction product. The product is: [CH3:22][O:23][C:24]([CH:26]1[N:30]([C:14](=[O:16])[CH:13]([NH:12][C:10](=[O:11])[CH:9]([N:8]([C:6]([O:5][C:1]([CH3:2])([CH3:3])[CH3:4])=[O:7])[CH3:21])[CH3:20])[CH:17]([CH3:19])[CH3:18])[CH2:29][CH2:28][S:27]1)=[O:25]. (3) Given the reactants CN(C([O:8]N1N=NC2C=CC=NC1=2)=[N+](C)C)C.F[P-](F)(F)(F)(F)F.[CH3:25][CH2:26][N:27](C(C)C)C(C)C.[C:34]([N:37]1[C:46]2[C:41](=[CH:42][C:43]([C:47]([OH:49])=O)=[CH:44][CH:45]=2)[C@H:40]([NH:50][C:51]2[CH:56]=[CH:55][C:54]([C:57]#[N:58])=[CH:53][CH:52]=2)[C@@H:39]([CH3:59])[C@@H:38]1[CH:60]1[CH2:62][CH2:61]1)(=[O:36])[CH3:35], predict the reaction product. The product is: [C:34]([N:37]1[C:46]2[C:41](=[CH:42][C:43]([C:47]([NH:27][CH2:26][CH2:25][OH:8])=[O:49])=[CH:44][CH:45]=2)[C@H:40]([NH:50][C:51]2[CH:56]=[CH:55][C:54]([C:57]#[N:58])=[CH:53][CH:52]=2)[C@@H:39]([CH3:59])[C@@H:38]1[CH:60]1[CH2:62][CH2:61]1)(=[O:36])[CH3:35]. (4) The product is: [CH3:24][C:21]1([CH3:25])[O:20][CH:19]([CH2:18][O:17][C:13]2[CH:12]=[C:11]([C:10]3[C:3]4[C:2]([NH2:1])=[N:7][CH:6]=[N:5][C:4]=4[N:8]([CH:26]4[CH2:31][CH2:30][NH:29][CH2:28][CH2:27]4)[CH:9]=3)[CH:16]=[CH:15][CH:14]=2)[CH2:23][CH2:22]1. Given the reactants [NH2:1][C:2]1[C:3]2[C:10]([C:11]3[CH:16]=[CH:15][CH:14]=[C:13]([O:17][CH2:18][CH:19]4[CH2:23][CH2:22][C:21]([CH3:25])([CH3:24])[O:20]4)[CH:12]=3)=[CH:9][N:8]([CH:26]3[CH2:31][CH2:30][N:29](C(OC(C)(C)C)=O)[CH2:28][CH2:27]3)[C:4]=2[N:5]=[CH:6][N:7]=1.C(O)(C(F)(F)F)=O, predict the reaction product. (5) The product is: [C:1]([O:5][C:6]([NH:8][CH2:9][C:10]1[CH:11]=[CH:12][C:13]([Cl:19])=[C:14]([CH:18]=1)[C:15]([O:17][CH3:22])=[O:16])=[O:7])([CH3:4])([CH3:2])[CH3:3]. Given the reactants [C:1]([O:5][C:6]([NH:8][CH2:9][C:10]1[CH:11]=[CH:12][C:13]([Cl:19])=[C:14]([CH:18]=1)[C:15]([OH:17])=[O:16])=[O:7])([CH3:4])([CH3:3])[CH3:2].CI.[C:22]([O-])([O-])=O.[K+].[K+], predict the reaction product. (6) Given the reactants [H-].[Na+].[CH:3]1[CH:8]=[CH:7][C:6]([C:9]([C:14]2[CH:19]=[CH:18][CH:17]=[CH:16][CH:15]=2)=[N:10][CH2:11][C:12]#[N:13])=[CH:5][CH:4]=1.[H][H].[Cl:22][C:23]1[CH:28]=[C:27]([CH2:29]OS(C)(=O)=O)[CH:26]=[CH:25][N:24]=1.[Cl-].[NH4+], predict the reaction product. The product is: [C:9](=[N:10][CH:11]([CH2:29][C:27]1[CH:26]=[CH:25][N:24]=[C:23]([Cl:22])[CH:28]=1)[C:12]#[N:13])([C:6]1[CH:5]=[CH:4][CH:3]=[CH:8][CH:7]=1)[C:14]1[CH:19]=[CH:18][CH:17]=[CH:16][CH:15]=1. (7) Given the reactants [Cl-].[NH4+].O.C([O:6][C:7](=O)[CH2:8][C:9]1([CH2:20][N+:21]([O-])=O)[CH2:14][CH2:13][CH:12]([C:15]([O:17][CH2:18][CH3:19])=[O:16])[CH2:11][CH2:10]1)C, predict the reaction product. The product is: [CH2:18]([O:17][C:15]([CH:12]1[CH2:13][CH2:14][C:9]2([CH2:20][NH:21][C:7](=[O:6])[CH2:8]2)[CH2:10][CH2:11]1)=[O:16])[CH3:19].